Dataset: Reaction yield outcomes from USPTO patents with 853,638 reactions. Task: Predict the reaction yield, written as a fraction of the theoretical maximum amount of product (1.0 means a 100% yield; for example, 0.34 means a 34% yield). (1) The reactants are [C:1]1([C@@H:11]([NH2:13])[CH3:12])[C:10]2[C:5](=[CH:6][CH:7]=[CH:8][CH:9]=2)[CH:4]=[CH:3][CH:2]=1.C([O-])([O-])=O.[K+].[K+].Br[CH:21]([CH2:26]Br)[C:22]([O:24][CH3:25])=[O:23]. The catalyst is C(#N)C. The product is [CH3:25][O:24][C:22]([CH:21]1[CH2:26][N:13]1[CH:11]([C:1]1[C:10]2[C:5](=[CH:6][CH:7]=[CH:8][CH:9]=2)[CH:4]=[CH:3][CH:2]=1)[CH3:12])=[O:23]. The yield is 0.780. (2) The reactants are [N:1]12[CH2:8][CH2:7][C:4]([C:9]([C:19]3[CH:24]=[CH:23][CH:22]=[C:21]([O:25][CH3:26])[CH:20]=3)([C:11]3[CH:16]=[CH:15][CH:14]=[C:13]([O:17][CH3:18])[CH:12]=3)[OH:10])([CH2:5][CH2:6]1)[CH2:3][CH2:2]2.[C:27]1([CH2:33][O:34][CH2:35][CH2:36][Br:37])[CH:32]=[CH:31][CH:30]=[CH:29][CH:28]=1. The catalyst is CC#N. The product is [Br-:37].[OH:10][C:9]([C:19]1[CH:24]=[CH:23][CH:22]=[C:21]([O:25][CH3:26])[CH:20]=1)([C:11]1[CH:16]=[CH:15][CH:14]=[C:13]([O:17][CH3:18])[CH:12]=1)[C:4]12[CH2:5][CH2:6][N+:1]([CH2:36][CH2:35][O:34][CH2:33][C:27]3[CH:32]=[CH:31][CH:30]=[CH:29][CH:28]=3)([CH2:2][CH2:3]1)[CH2:8][CH2:7]2. The yield is 0.338. (3) The reactants are [Cl:1][C:2]1[C:7]([N+:8]([O-])=O)=[CH:6][C:5]([NH:11][S:12]([CH3:15])(=[O:14])=[O:13])=[C:4]([CH3:16])[CH:3]=1.[Cl-].[NH4+]. The catalyst is C(O)C.O.[Zn]. The product is [NH2:8][C:7]1[C:2]([Cl:1])=[CH:3][C:4]([CH3:16])=[C:5]([NH:11][S:12]([CH3:15])(=[O:14])=[O:13])[CH:6]=1. The yield is 0.960. (4) The reactants are [CH3:1][N:2]1[CH:7]2[CH2:8][CH2:9][CH2:10][CH:3]1[CH2:4][CH:5]([NH:11][C:12]([C:14]1[CH:15]=[CH:16][CH:17]=[C:18]3[O:22][C:21]([C:23]4[CH:28]=[CH:27][CH:26]=[CH:25][C:24]=4[OH:29])=[N:20][C:19]=13)=[O:13])[CH2:6]2.[ClH:30]. The catalyst is CO.C(OCC)C. The product is [ClH:30].[CH3:1][N:2]1[CH:3]2[CH2:10][CH2:9][CH2:8][CH:7]1[CH2:6][CH:5]([NH:11][C:12]([C:14]1[CH:15]=[CH:16][CH:17]=[C:18]3[O:22][C:21]([C:23]4[CH:28]=[CH:27][CH:26]=[CH:25][C:24]=4[OH:29])=[N:20][C:19]=13)=[O:13])[CH2:4]2. The yield is 0.540. (5) The reactants are Cl[C:2]1[C:11]2[C:6](=[CH:7][CH:8]=[C:9]([Cl:12])[N:10]=2)[N:5]=[CH:4][C:3]=1[C:13](=[O:15])[CH3:14].[CH3:16][N:17]([CH3:28])[CH2:18][CH2:19][O:20][C:21]1[N:26]=[CH:25][C:24]([NH2:27])=[CH:23][CH:22]=1. No catalyst specified. The product is [Cl:12][C:9]1[N:10]=[C:11]2[C:6](=[CH:7][CH:8]=1)[N:5]=[CH:4][C:3]([C:13](=[O:15])[CH3:14])=[C:2]2[NH:27][C:24]1[CH:25]=[N:26][C:21]([O:20][CH2:19][CH2:18][N:17]([CH3:28])[CH3:16])=[CH:22][CH:23]=1. The yield is 0.440.